Dataset: HIV replication inhibition screening data with 41,000+ compounds from the AIDS Antiviral Screen. Task: Binary Classification. Given a drug SMILES string, predict its activity (active/inactive) in a high-throughput screening assay against a specified biological target. The drug is N#Cc1c(Cl)c(C=O)c(=O)n2c1[nH]c1ccccc12. The result is 0 (inactive).